This data is from Catalyst prediction with 721,799 reactions and 888 catalyst types from USPTO. The task is: Predict which catalyst facilitates the given reaction. (1) Reactant: Cl[CH2:2][O:3][CH2:4][CH2:5][Si:6]([CH3:9])([CH3:8])[CH3:7].[Br:10][C:11]1[C:12]([CH3:22])=[N:13][C:14]([NH:17][S:18]([CH3:21])(=[O:20])=[O:19])=[N:15][CH:16]=1.[K].O. Product: [Br:10][C:11]1[C:12]([CH3:22])=[N:13][C:14]([N:17]([CH2:2][O:3][CH2:4][CH2:5][Si:6]([CH3:9])([CH3:8])[CH3:7])[S:18]([CH3:21])(=[O:20])=[O:19])=[N:15][CH:16]=1. The catalyst class is: 3. (2) Reactant: [CH2:1]([O:8][C:9]1[CH:10]=[C:11]([CH2:15][CH2:16][CH2:17][CH2:18][CH2:19][CH2:20][CH2:21][S:22](Cl)(=[O:24])=[O:23])[CH:12]=[CH:13][CH:14]=1)[C:2]1[CH:7]=[CH:6][CH:5]=[CH:4][CH:3]=1.[NH4+].[F-:27]. Product: [CH2:1]([O:8][C:9]1[CH:10]=[C:11]([CH2:15][CH2:16][CH2:17][CH2:18][CH2:19][CH2:20][CH2:21][S:22]([F:27])(=[O:24])=[O:23])[CH:12]=[CH:13][CH:14]=1)[C:2]1[CH:7]=[CH:6][CH:5]=[CH:4][CH:3]=1. The catalyst class is: 21. (3) Reactant: C[O:2][C:3](=O)[CH:4]([C:16]1[CH:21]=[CH:20][C:19]([Br:22])=[CH:18][CH:17]=1)[NH:5][C:6]1[CH:11]=[CH:10][C:9]([C:12]([CH3:15])([CH3:14])[CH3:13])=[CH:8][CH:7]=1.[BH4-].[Na+].C(O)(=O)C. Product: [Br:22][C:19]1[CH:20]=[CH:21][C:16]([CH:4]([NH:5][C:6]2[CH:7]=[CH:8][C:9]([C:12]([CH3:15])([CH3:14])[CH3:13])=[CH:10][CH:11]=2)[CH2:3][OH:2])=[CH:17][CH:18]=1. The catalyst class is: 8. (4) Reactant: N(C(OCC)=O)=NC(OCC)=O.O[CH:14]1[CH2:19][CH2:18][N:17]([C:20]2[C:29]3[C:24](=[CH:25][C:26]([C:30]#[N:31])=[CH:27][CH:28]=3)[C:23]([NH:32][CH2:33][C:34]3[CH:39]=[CH:38][C:37]([O:40][CH3:41])=[C:36]([Cl:42])[CH:35]=3)=[N:22][N:21]=2)[CH2:16][CH2:15]1.[C:43]1(=[O:53])[NH:47][C:46](=[O:48])[C:45]2=[CH:49][CH:50]=[CH:51][CH:52]=[C:44]12.C1(P(C2C=CC=CC=2)C2C=CC=CC=2)C=CC=CC=1. Product: [Cl:42][C:36]1[CH:35]=[C:34]([CH:39]=[CH:38][C:37]=1[O:40][CH3:41])[CH2:33][NH:32][C:23]1[C:24]2[C:29](=[CH:28][CH:27]=[C:26]([C:30]#[N:31])[CH:25]=2)[C:20]([N:17]2[CH2:18][CH2:19][CH:14]([N:47]3[C:46](=[O:48])[C:45]4=[CH:49][CH:50]=[CH:51][CH:52]=[C:44]4[C:43]3=[O:53])[CH2:15][CH2:16]2)=[N:21][N:22]=1. The catalyst class is: 7. (5) The catalyst class is: 10. Product: [CH3:10][O:9][C:6]1[CH:7]=[CH:8][C:3]([CH2:2][N:15]2[C:14]([CH2:13][O:12][CH3:11])=[C:18]([C:19]([O:21][CH3:22])=[O:20])[CH:17]=[N:16]2)=[CH:4][CH:5]=1.[CH3:10][O:9][C:6]1[CH:7]=[CH:8][C:3]([CH2:2][N:16]2[CH:17]=[C:18]([C:19]([O:21][CH3:22])=[O:20])[C:14]([CH2:13][O:12][CH3:11])=[N:15]2)=[CH:4][CH:5]=1. Reactant: Cl[CH2:2][C:3]1[CH:8]=[CH:7][C:6]([O:9][CH3:10])=[CH:5][CH:4]=1.[CH3:11][O:12][CH2:13][C:14]1[C:18]([C:19]([O:21][CH3:22])=[O:20])=[CH:17][NH:16][N:15]=1.C([O-])([O-])=O.[K+].[K+]. (6) Reactant: C(OC([N:8]1[CH2:13][CH2:12][N:11]([C:14]2[CH:19]=[CH:18][C:17]([S:20]([CH3:23])(=[O:22])=[O:21])=[CH:16][N:15]=2)[CH2:10][CH2:9]1)=O)(C)(C)C.C(O)(C(F)(F)F)=O. Product: [CH3:23][S:20]([C:17]1[CH:18]=[CH:19][C:14]([N:11]2[CH2:12][CH2:13][NH:8][CH2:9][CH2:10]2)=[N:15][CH:16]=1)(=[O:22])=[O:21]. The catalyst class is: 2. (7) Reactant: [Br:1][C:2]1[CH:7]=[CH:6][C:5](I)=[CH:4][C:3]=1[F:9].[F:10][C:11]1[CH:12]=[C:13](B(O)O)[CH:14]=[CH:15][CH:16]=1.C(=O)(O)[O-].[Na+].C(O)CC. Product: [Br:1][C:2]1[CH:7]=[CH:6][C:5]([C:15]2[CH:14]=[CH:13][CH:12]=[C:11]([F:10])[CH:16]=2)=[CH:4][C:3]=1[F:9]. The catalyst class is: 189.